From a dataset of Full USPTO retrosynthesis dataset with 1.9M reactions from patents (1976-2016). Predict the reactants needed to synthesize the given product. (1) Given the product [Cl:2][C:3]1[CH:8]=[CH:7][C:6]([CH:9]([CH2:13][C:14]2[CH:15]=[CH:16][C:17]([Cl:20])=[CH:18][CH:19]=2)[CH:10]([NH:12][C:30](=[O:31])[C:29]([NH:28][C:25]2[CH:26]=[CH:27][C:22]([Cl:21])=[CH:23][CH:24]=2)([CH3:34])[CH3:33])[CH3:11])=[CH:5][CH:4]=1, predict the reactants needed to synthesize it. The reactants are: Cl.[Cl:2][C:3]1[CH:8]=[CH:7][C:6]([CH:9]([CH2:13][C:14]2[CH:19]=[CH:18][C:17]([Cl:20])=[CH:16][CH:15]=2)[CH:10]([NH2:12])[CH3:11])=[CH:5][CH:4]=1.[Cl:21][C:22]1[CH:27]=[CH:26][C:25]([NH:28][C:29]([CH3:34])([CH3:33])[C:30](O)=[O:31])=[CH:24][CH:23]=1.CN1CCOCC1.F[P-](F)(F)(F)(F)F.[PH4+]. (2) Given the product [S:8]1[C:12]2[CH:13]=[CH:14][CH:15]=[CH:16][C:11]=2[N:10]=[C:9]1[S:17]([N:20]1[CH2:25][CH2:24][N:23]([C:48](=[O:49])[CH2:47][N:44]2[CH:43]=[N:42][C:41]3[C:40](=[O:51])[NH:39][C:38]([NH:37][C:35]([O:34][CH2:27][C:28]4[CH:33]=[CH:32][CH:31]=[CH:30][CH:29]=4)=[O:36])=[N:46][C:45]2=3)[CH2:22][C:21]1=[O:26])(=[O:19])=[O:18], predict the reactants needed to synthesize it. The reactants are: FC(F)(F)C(O)=O.[S:8]1[C:12]2[CH:13]=[CH:14][CH:15]=[CH:16][C:11]=2[N:10]=[C:9]1[S:17]([N:20]1[CH2:25][CH2:24][NH:23][CH2:22][C:21]1=[O:26])(=[O:19])=[O:18].[CH2:27]([O:34][C:35]([NH:37][C:38]1[NH:39][C:40](=[O:51])[C:41]2[N:42]=[CH:43][N:44]([CH2:47][C:48](O)=[O:49])[C:45]=2[N:46]=1)=[O:36])[C:28]1[CH:33]=[CH:32][CH:31]=[CH:30][CH:29]=1. (3) Given the product [CH3:23][N:24]([CH3:28])[C:25]([N:9]1[CH2:10][CH:11]2[CH2:15][C:14](=[O:16])[CH2:13][CH:12]2[CH2:8]1)=[O:26], predict the reactants needed to synthesize it. The reactants are: FC(F)(F)C(O)=O.[CH2:8]1[CH:12]2[CH2:13][C:14](=[O:16])[CH2:15][CH:11]2[CH2:10][NH:9]1.C(=O)([O-])[O-].[K+].[K+].[CH3:23][N:24]([CH3:28])[C:25](Cl)=[O:26]. (4) Given the product [Cl:6][C:7]1[C:15]2[N:14]=[C:13]3[N:16]([C:20]4[C:25]([CH3:26])=[N:24][C:23]([CH3:27])=[CH:22][N:21]=4)[CH2:17][CH2:18][CH2:19][N:12]3[C:11]=2[C:10]([C:28]([CH:34]2[CH2:35][CH2:36]2)([CH:1]2[CH2:3][CH2:2]2)[OH:30])=[CH:9][CH:8]=1, predict the reactants needed to synthesize it. The reactants are: [CH:1]1([Mg]Br)[CH2:3][CH2:2]1.[Cl:6][C:7]1[CH:8]=[CH:9][C:10]([C:28]([O:30]C)=O)=[C:11]2[C:15]=1[N:14]=[C:13]1[N:16]([C:20]3[C:25]([CH3:26])=[N:24][C:23]([CH3:27])=[CH:22][N:21]=3)[CH2:17][CH2:18][CH2:19][N:12]21.O1[CH2:36][CH2:35][CH2:34]C1.